This data is from Forward reaction prediction with 1.9M reactions from USPTO patents (1976-2016). The task is: Predict the product of the given reaction. (1) Given the reactants [CH2:1]([O:8][N:9]1[C:15](=[O:16])[N:14]2[CH2:17][C@H:10]1[CH2:11][CH2:12][C@H:13]2[C:18](/[N:20]=[CH:21]\[N:22](C)C)=[O:19])[C:2]1[CH:7]=[CH:6][CH:5]=[CH:4][CH:3]=1.N1C=CC=CC=1, predict the reaction product. The product is: [CH2:1]([O:8][N:9]1[C:15](=[O:16])[N:14]2[CH2:17][C@H:10]1[CH2:11][CH2:12][C@H:13]2[C:18]1[O:19][N:22]=[CH:21][N:20]=1)[C:2]1[CH:7]=[CH:6][CH:5]=[CH:4][CH:3]=1. (2) Given the reactants Cl[C:2]1[CH:7]=[CH:6][N:5]=[C:4]([NH2:8])[N:3]=1.[CH3:9][O-:10].[Na+], predict the reaction product. The product is: [CH3:9][O:10][C:2]1[CH:7]=[CH:6][N:5]=[C:4]([NH2:8])[N:3]=1. (3) Given the reactants C(OC([N:8]1[CH2:13][CH2:12][O:11][CH:10]([CH:14]([OH:21])[C:15]2[CH:20]=[CH:19][CH:18]=[CH:17][CH:16]=2)[CH2:9]1)=O)(C)(C)C.O[C:23]1[CH:31]=[CH:30][C:26]2[CH:27]=[CH:28][O:29][C:25]=2[CH:24]=1.S([O-])(=O)(=O)C, predict the reaction product. The product is: [O:29]1[C:25]2[CH:24]=[C:23]([O:21][C@@H:14]([C:15]3[CH:16]=[CH:17][CH:18]=[CH:19][CH:20]=3)[C@@H:10]3[O:11][CH2:12][CH2:13][NH:8][CH2:9]3)[CH:31]=[CH:30][C:26]=2[CH:27]=[CH:28]1. (4) Given the reactants [Br:1][C:2]1[C:3]([O:21][CH3:22])=[C:4]([CH:10]([O:13][Si:14]([C:17]([CH3:20])([CH3:19])[CH3:18])([CH3:16])[CH3:15])[C:11]#[N:12])[C:5]([O:8][CH3:9])=[CH:6][CH:7]=1.Br[CH2:24][C:25]1[CH:30]=[CH:29][C:28]([N+:31]([O-:33])=[O:32])=[CH:27][CH:26]=1, predict the reaction product. The product is: [Br:1][C:2]1[C:3]([O:21][CH3:22])=[C:4]([C:10]([O:13][Si:14]([C:17]([CH3:18])([CH3:19])[CH3:20])([CH3:15])[CH3:16])([CH2:24][C:25]2[CH:30]=[CH:29][C:28]([N+:31]([O-:33])=[O:32])=[CH:27][CH:26]=2)[C:11]#[N:12])[C:5]([O:8][CH3:9])=[CH:6][CH:7]=1. (5) Given the reactants [F-].C([N+](CCCC)(CCCC)CCCC)CCC.C1(S([N:28]2[C:36]3[C:31](=[CH:32][C:33]([CH:37]([C:47]4[CH:52]=[CH:51][CH:50]=[CH:49][CH:48]=4)[CH2:38][O:39][Si](C(C)(C)C)(C)C)=[CH:34][CH:35]=3)[CH:30]=[C:29]2[C:53]#[N:54])(=O)=O)C=CC=CC=1, predict the reaction product. The product is: [OH:39][CH2:38][CH:37]([C:33]1[CH:32]=[C:31]2[C:36](=[CH:35][CH:34]=1)[NH:28][C:29]([C:53]#[N:54])=[CH:30]2)[C:47]1[CH:48]=[CH:49][CH:50]=[CH:51][CH:52]=1.